This data is from Peptide-MHC class I binding affinity with 185,985 pairs from IEDB/IMGT. The task is: Regression. Given a peptide amino acid sequence and an MHC pseudo amino acid sequence, predict their binding affinity value. This is MHC class I binding data. (1) The peptide sequence is TPSGKRLQI. The MHC is HLA-A02:11 with pseudo-sequence HLA-A02:11. The binding affinity (normalized) is 0.0847. (2) The peptide sequence is IMLPESDLDK. The MHC is HLA-A68:01 with pseudo-sequence HLA-A68:01. The binding affinity (normalized) is 0.314. (3) The peptide sequence is TAVPWNASW. The MHC is HLA-B53:01 with pseudo-sequence HLA-B53:01. The binding affinity (normalized) is 0.818. (4) The peptide sequence is KVKNHIPNI. The MHC is HLA-A30:01 with pseudo-sequence HLA-A30:01. The binding affinity (normalized) is 1.00. (5) The peptide sequence is EVHYSGINY. The MHC is HLA-A69:01 with pseudo-sequence HLA-A69:01. The binding affinity (normalized) is 0.238. (6) The peptide sequence is WLWVSSSDM. The MHC is HLA-A11:01 with pseudo-sequence HLA-A11:01. The binding affinity (normalized) is 0.0847. (7) The peptide sequence is TPSHYSGNI. The MHC is HLA-A69:01 with pseudo-sequence HLA-A69:01. The binding affinity (normalized) is 0.0847. (8) The peptide sequence is KSINKVYGRY. The MHC is HLA-A68:01 with pseudo-sequence HLA-A68:01. The binding affinity (normalized) is 0.0369.